From a dataset of Full USPTO retrosynthesis dataset with 1.9M reactions from patents (1976-2016). Predict the reactants needed to synthesize the given product. Given the product [Cl:8][C:7]1[C:2]([CH:33]=[O:34])=[CH:3][CH:4]=[C:5]([NH:9][CH2:10][C:11]2[CH:12]=[N:13][C:14]([C:17]([F:20])([F:19])[F:18])=[CH:15][CH:16]=2)[N:6]=1, predict the reactants needed to synthesize it. The reactants are: Br[C:2]1[CH:3]=[CH:4][C:5]([NH:9][CH2:10][C:11]2[CH:12]=[N:13][C:14]([C:17]([F:20])([F:19])[F:18])=[CH:15][CH:16]=2)=[N:6][C:7]=1[Cl:8].C([Mg]Cl)(C)C.C([Li])(C)(C)C.CN(C)[CH:33]=[O:34].